Dataset: Reaction yield outcomes from USPTO patents with 853,638 reactions. Task: Predict the reaction yield, written as a fraction of the theoretical maximum amount of product (1.0 means a 100% yield; for example, 0.34 means a 34% yield). (1) The reactants are [O:1]1[C:5]2([CH2:10][CH2:9][CH:8]([CH2:11][C:12](OCC)=[O:13])[CH2:7][CH2:6]2)[O:4][CH2:3][CH2:2]1.[H-].[H-].[H-].[H-].[Li+].[Al+3]. The catalyst is CCOCC. The product is [O:1]1[C:5]2([CH2:10][CH2:9][CH:8]([CH2:11][CH2:12][OH:13])[CH2:7][CH2:6]2)[O:4][CH2:3][CH2:2]1. The yield is 1.00. (2) The reactants are [C:1]([C:3](=[C:7]([NH:10][C:11]1[CH:16]=[CH:15][C:14]([CH:17]([CH3:19])[CH3:18])=[CH:13][CH:12]=1)SC)[C:4]([NH2:6])=[O:5])#[N:2].O.[NH2:21][NH2:22]. The catalyst is C(O)C. The product is [NH2:2][C:1]1[NH:22][N:21]=[C:7]([NH:10][C:11]2[CH:16]=[CH:15][C:14]([CH:17]([CH3:19])[CH3:18])=[CH:13][CH:12]=2)[C:3]=1[C:4]([NH2:6])=[O:5]. The yield is 0.660. (3) The yield is 0.970. The product is [CH2:10]([N:2]([CH2:10][C:11]1[CH:16]=[CH:15][CH:14]=[CH:13][CH:12]=1)[CH2:3][CH2:4][C:5]([O:7][CH2:8][CH3:9])=[O:6])[C:11]1[CH:16]=[CH:15][CH:14]=[CH:13][CH:12]=1. The catalyst is C(#N)C. The reactants are Cl.[NH2:2][CH2:3][CH2:4][C:5]([O:7][CH2:8][CH3:9])=[O:6].[CH2:10](Br)[C:11]1[CH:16]=[CH:15][CH:14]=[CH:13][CH:12]=1.C([O-])([O-])=O.[K+].[K+]. (4) The product is [F:1][C:2]([F:32])([F:31])[C:3]1[CH:4]=[C:5]([NH:9][C:10]([C:12]2[CH:13]=[C:14]3[C:19](=[CH:20][CH:21]=2)[C:18]([NH:22][CH2:23][C:24]2[CH:29]=[CH:28][CH:27]=[CH:26][CH:25]=2)=[N:17][N:16]=[C:15]3[C:33]#[N:34])=[O:11])[CH:6]=[CH:7][CH:8]=1. The yield is 0.500. The reactants are [F:1][C:2]([F:32])([F:31])[C:3]1[CH:4]=[C:5]([NH:9][C:10]([C:12]2[CH:13]=[C:14]3[C:19](=[CH:20][CH:21]=2)[C:18]([NH:22][CH2:23][C:24]2[CH:29]=[CH:28][CH:27]=[CH:26][CH:25]=2)=[N:17][N:16]=[C:15]3I)=[O:11])[CH:6]=[CH:7][CH:8]=1.[C:33]([Cu])#[N:34]. The catalyst is N1C=CC=CC=1. (5) The reactants are [F:1][C:2]1[CH:7]=[C:6]([F:8])[C:5]([F:9])=[CH:4][C:3]=1[C:10]1[CH:15]=[CH:14][C:13]([O:16][CH2:17][C:18]2[CH:19]=[C:20]([CH:30]=[CH:31][CH:32]=2)[C:21]([N:23]2[CH2:27][CH2:26][CH2:25][C@H:24]2[C:28]#[N:29])=[O:22])=[CH:12][CH:11]=1.[N-:33]=[N+:34]=[N-:35].[Na+].Cl.C([NH+](CC)CC)C. The catalyst is C1(C)C=CC=CC=1. The product is [NH:33]1[C:28]([C@@H:24]2[CH2:25][CH2:26][CH2:27][N:23]2[C:21]([C:20]2[CH:30]=[CH:31][CH:32]=[C:18]([CH2:17][O:16][C:13]3[CH:12]=[CH:11][C:10]([C:3]4[CH:4]=[C:5]([F:9])[C:6]([F:8])=[CH:7][C:2]=4[F:1])=[CH:15][CH:14]=3)[CH:19]=2)=[O:22])=[N:29][N:35]=[N:34]1. The yield is 0.812. (6) The reactants are C[C:2]([OH:5])([CH3:4])[CH3:3].C(#N)C.[CH3:9][O:10][C:11]1[CH:28]=[CH:27][C:14]([CH2:15][N:16]2[C:24]3[C:19](=[CH:20][CH:21]=C(C=C)[CH:23]=3)[CH:18]=[N:17]2)=[CH:13][CH:12]=1.CCCCCC.CC[O:37]CC. The catalyst is O. The product is [CH3:9][O:10][C:11]1[CH:28]=[CH:27][C:14]([CH2:15][N:16]2[C:24]3[C:19](=[CH:20][CH:21]=[C:3]([C@H:2]([OH:5])[CH2:4][OH:37])[CH:23]=3)[CH:18]=[N:17]2)=[CH:13][CH:12]=1. The yield is 0.750. (7) The reactants are Cl.[NH2:2][C:3]1[CH:4]=[C:5]([C:9]2[CH:10]=[C:11]3[C:16](=[CH:17][CH:18]=2)[N:15]([CH3:19])[C:14](=[O:20])[CH2:13][CH2:12]3)[CH:6]=[N:7][CH:8]=1.[C:21]([O:24][CH2:25][C:26](Cl)=[O:27])(=[O:23])[CH3:22].C([O-])(O)=O.[Na+]. The catalyst is C(Cl)Cl. The product is [CH3:19][N:15]1[C:16]2[C:11](=[CH:10][C:9]([C:5]3[CH:4]=[C:3]([NH:2][C:26]([CH2:25][O:24][C:21](=[O:23])[CH3:22])=[O:27])[CH:8]=[N:7][CH:6]=3)=[CH:18][CH:17]=2)[CH2:12][CH2:13][C:14]1=[O:20]. The yield is 0.460. (8) The reactants are [CH2:1]([O:3][C:4](=[O:39])[N:5]([C:16]1[CH:21]=[CH:20][C:19]([C:22]([C:33]2[CH:38]=[CH:37][CH:36]=[CH:35][CH:34]=2)=[C:23]([CH2:26][C:27]2[CH:32]=[CH:31][CH:30]=[CH:29][CH:28]=2)[CH2:24][CH3:25])=[CH:18][CH:17]=1)[CH2:6][CH2:7][CH2:8][O:9]C1CCCCO1)[CH3:2].C1(C)C=CC(S(O)(=O)=O)=CC=1. The catalyst is CO. The product is [CH2:1]([O:3][C:4](=[O:39])[N:5]([C:16]1[CH:21]=[CH:20][C:19]([C:22]([C:33]2[CH:34]=[CH:35][CH:36]=[CH:37][CH:38]=2)=[C:23]([CH2:26][C:27]2[CH:32]=[CH:31][CH:30]=[CH:29][CH:28]=2)[CH2:24][CH3:25])=[CH:18][CH:17]=1)[CH2:6][CH2:7][CH2:8][OH:9])[CH3:2]. The yield is 0.980.